This data is from Forward reaction prediction with 1.9M reactions from USPTO patents (1976-2016). The task is: Predict the product of the given reaction. (1) Given the reactants C(N(CC)CC)C.[NH2:8][C@@H:9]1[CH2:15][CH2:14][C@@H:13]([C:16]2[CH:21]=[CH:20][CH:19]=[C:18]([F:22])[C:17]=2[F:23])[CH2:12][N:11]([CH2:24][CH2:25][O:26][CH3:27])[C:10]1=[O:28].Cl[C:30](OC1C=CC([N+]([O-])=O)=CC=1)=[O:31].[NH:42]1[CH2:47][CH2:46][CH:45]([N:48]2[CH2:52][C:51](=[O:53])[NH:50][C:49]2=[O:54])[CH2:44][CH2:43]1, predict the reaction product. The product is: [F:23][C:17]1[C:18]([F:22])=[CH:19][CH:20]=[CH:21][C:16]=1[C@H:13]1[CH2:12][N:11]([CH2:24][CH2:25][O:26][CH3:27])[C:10](=[O:28])[C@H:9]([NH:8][C:30]([N:42]2[CH2:43][CH2:44][CH:45]([N:48]3[CH2:52][C:51](=[O:53])[NH:50][C:49]3=[O:54])[CH2:46][CH2:47]2)=[O:31])[CH2:15][CH2:14]1. (2) The product is: [NH2:1][C:2]1[N:3]=[C:4]([NH:17][CH:18]2[CH2:19][CH2:20][N:21]([S:24]([CH2:27][CH2:28][N:29]3[CH2:33][CH:32]=[CH:31][CH2:30]3)(=[O:25])=[O:26])[CH2:22][CH2:23]2)[S:5][C:6]=1[C:7]([C:9]1[C:14]([F:15])=[CH:13][CH:12]=[CH:11][C:10]=1[F:16])=[O:8]. Given the reactants [NH2:1][C:2]1[N:3]=[C:4]([NH:17][CH:18]2[CH2:23][CH2:22][N:21]([S:24]([CH:27]=[CH2:28])(=[O:26])=[O:25])[CH2:20][CH2:19]2)[S:5][C:6]=1[C:7]([C:9]1[C:14]([F:15])=[CH:13][CH:12]=[CH:11][C:10]=1[F:16])=[O:8].[NH:29]1[CH2:33][CH:32]=[CH:31][CH2:30]1, predict the reaction product. (3) Given the reactants [NH:1]1[C:5]([C:6]2[CH:7]=[C:8]([NH:12][C:13]([C:15]3([CH3:28])[CH2:20][CH2:19][N:18](C(OC(C)(C)C)=O)[CH2:17][CH2:16]3)=[O:14])[CH:9]=[CH:10][CH:11]=2)=[N:4][N:3]=[N:2]1.Cl, predict the reaction product. The product is: [NH:4]1[C:5]([C:6]2[CH:7]=[C:8]([NH:12][C:13]([C:15]3([CH3:28])[CH2:20][CH2:19][NH:18][CH2:17][CH2:16]3)=[O:14])[CH:9]=[CH:10][CH:11]=2)=[N:1][N:2]=[N:3]1. (4) Given the reactants C(O[C:4](=[O:21])[CH2:5][C:6]([CH:8]1[CH2:13][CH2:12][N:11]([C:14]([O:16][C:17]([CH3:20])([CH3:19])[CH3:18])=[O:15])[CH2:10][CH2:9]1)=O)C.[CH3:22][N:23]([CH3:34])[C:24]1[C:25]2[C:32]([NH2:33])=[N:31][NH:30][C:26]=2[N:27]=[CH:28][CH:29]=1.P([O-])([O-])([O-])=O.[K+].[K+].[K+], predict the reaction product. The product is: [CH3:22][N:23]([CH3:34])[C:24]1[C:25]2[C:26](=[N:30][N:31]3[C:6]([CH:8]4[CH2:9][CH2:10][N:11]([C:14]([O:16][C:17]([CH3:18])([CH3:19])[CH3:20])=[O:15])[CH2:12][CH2:13]4)=[CH:5][C:4](=[O:21])[NH:33][C:32]3=2)[N:27]=[CH:28][CH:29]=1. (5) Given the reactants [F:1][C:2]1[CH:30]=[CH:29][C:5]([O:6][C:7]2[CH:12]=[CH:11][C:10]([NH:13][C:14]3[C:23]4[C:18](=[CH:19][C:20]([O:27][CH3:28])=[C:21]([N+:24]([O-])=O)[CH:22]=4)[N:17]=[CH:16][N:15]=3)=[CH:9][CH:8]=2)=[CH:4][CH:3]=1.[Cl-].[NH4+], predict the reaction product. The product is: [F:1][C:2]1[CH:30]=[CH:29][C:5]([O:6][C:7]2[CH:8]=[CH:9][C:10]([NH:13][C:14]3[C:23]4[C:18](=[CH:19][C:20]([O:27][CH3:28])=[C:21]([NH2:24])[CH:22]=4)[N:17]=[CH:16][N:15]=3)=[CH:11][CH:12]=2)=[CH:4][CH:3]=1. (6) Given the reactants [C:1]([O:4][C:5](=[O:7])[CH3:6])(=O)[CH3:2].[NH:8]([C:15]([C:18]1[N:19]([CH3:30])[C:20]([C:23]2[CH:28]=CC(O)=[CH:25][CH:24]=2)=[N:21][N:22]=1)([CH3:17])[CH3:16])[C:9]1[CH:14]=[CH:13][CH:12]=[CH:11][CH:10]=1, predict the reaction product. The product is: [C:5]([O:4][C:1]1[CH:25]=[CH:24][C:23]([C:20]2[N:19]([CH3:30])[C:18]([C:15]([NH:8][C:9]3[CH:14]=[CH:13][CH:12]=[CH:11][CH:10]=3)([CH3:17])[CH3:16])=[N:22][N:21]=2)=[CH:28][CH:2]=1)(=[O:7])[CH3:6].